From a dataset of hERG potassium channel inhibition data for cardiac toxicity prediction from Karim et al.. Regression/Classification. Given a drug SMILES string, predict its toxicity properties. Task type varies by dataset: regression for continuous values (e.g., LD50, hERG inhibition percentage) or binary classification for toxic/non-toxic outcomes (e.g., AMES mutagenicity, cardiotoxicity, hepatotoxicity). Dataset: herg_karim. (1) The molecule is CC[C@@]1(c2cccc(NS(C)(=O)=O)c2)[C@H]2CN(CC3(O)Cc4ccccc4C3)C[C@H]21. The result is 1 (blocker). (2) The drug is CN1C2CCC1C(C(=O)O)C(OC(=O)c1ccccc1)C2. The result is 0 (non-blocker). (3) The molecule is CN1CCN=C1c1ccc(C(=O)Nc2ccc(SCC(N)=O)cc2C(=O)Nc2ccc(Cl)cn2)cc1. The result is 0 (non-blocker).